From a dataset of CYP1A2 inhibition data for predicting drug metabolism from PubChem BioAssay. Regression/Classification. Given a drug SMILES string, predict its absorption, distribution, metabolism, or excretion properties. Task type varies by dataset: regression for continuous measurements (e.g., permeability, clearance, half-life) or binary classification for categorical outcomes (e.g., BBB penetration, CYP inhibition). Dataset: cyp1a2_veith. (1) The molecule is O=c1cnc2cnc(Nc3ccccc3)nc2n1Cc1ccc(F)cc1. The result is 1 (inhibitor). (2) The molecule is Cc1nn(C(=O)c2ccco2)c(C)c1Sc1ccccc1. The result is 1 (inhibitor). (3) The molecule is O=C(NCCCCc1ccccc1)C1CC(c2ccccc2[N+](=O)[O-])=NO1. The result is 1 (inhibitor). (4) The drug is CCC(=O)OCC(=O)[C@@]1(OC(=O)CC)[C@H](C)C[C@@H]2[C@H]3CCC4=CC(=O)C=C[C@]4(C)[C@]3(Cl)[C@@H](O)C[C@@]21C. The result is 0 (non-inhibitor). (5) The drug is O=C(CSCc1ccccc1Cl)NN1C(=O)c2ccccc2C1=O. The result is 1 (inhibitor). (6) The molecule is CC1(C)CC(NC(=O)c2ccc3c(c2)OCO3)CC(C)(C)N1. The result is 0 (non-inhibitor). (7) The molecule is C#C[C@]1(O)CC[C@H]2[C@H]3CCC4=Cc5oncc5C[C@]4(C)[C@@H]3CC[C@]21C. The result is 1 (inhibitor). (8) The compound is CCNc1ncc2nc(-c3cccs3)c(=O)n(C)c2n1. The result is 1 (inhibitor). (9) The molecule is CCc1c(C(=O)O)[nH]c2ccc(Br)cc12. The result is 1 (inhibitor).